Dataset: Forward reaction prediction with 1.9M reactions from USPTO patents (1976-2016). Task: Predict the product of the given reaction. Given the reactants [H-].[Na+].[NH2:3][C:4]1[O:8][N:7]=[C:6]([C:9]2[CH:14]=[CH:13][CH:12]=[CH:11][CH:10]=2)[C:5]=1[C:15]1[CH:20]=[CH:19][C:18]([C:21]([OH:30])([C:26]([F:29])([F:28])[F:27])[C:22]([F:25])([F:24])[F:23])=[CH:17][CH:16]=1.[C:31](Cl)(=[O:35])[CH:32]([CH3:34])[CH3:33], predict the reaction product. The product is: [C:9]1([C:6]2[C:5]([C:15]3[CH:16]=[CH:17][C:18]([C:21]([OH:30])([C:26]([F:29])([F:28])[F:27])[C:22]([F:23])([F:24])[F:25])=[CH:19][CH:20]=3)=[C:4]([NH:3][C:31](=[O:35])[CH:32]([CH3:34])[CH3:33])[O:8][N:7]=2)[CH:14]=[CH:13][CH:12]=[CH:11][CH:10]=1.